Dataset: Catalyst prediction with 721,799 reactions and 888 catalyst types from USPTO. Task: Predict which catalyst facilitates the given reaction. (1) Reactant: [Cl:1][C:2]1[CH:3]=[CH:4][C:5]([C:8]([C:19]2[CH:24]=[C:23]([C:25]([F:28])([F:27])[F:26])[CH:22]=[C:21]([F:29])[CH:20]=2)([N:16]=[C:17]=S)[CH2:9][C:10]2[CH:15]=[CH:14][CH:13]=[CH:12][CH:11]=2)=[N:6][CH:7]=1.[C:30]1([NH2:37])[CH:35]=[CH:34][CH:33]=[CH:32][C:31]=1[NH2:36].CCN=C=NCCCN(C)C. Product: [Cl:1][C:2]1[CH:3]=[CH:4][C:5]([C:8]([NH:16][C:17]2[NH:37][C:30]3[CH:35]=[CH:34][CH:33]=[CH:32][C:31]=3[N:36]=2)([C:19]2[CH:24]=[C:23]([C:25]([F:28])([F:27])[F:26])[CH:22]=[C:21]([F:29])[CH:20]=2)[CH2:9][C:10]2[CH:15]=[CH:14][CH:13]=[CH:12][CH:11]=2)=[N:6][CH:7]=1. The catalyst class is: 68. (2) Reactant: C[O:2][C:3]([C:5]1[CH:10]=[C:9]([O:11][CH3:12])[C:8]([O:13][C@@H:14]([CH3:32])[C:15]([N:17]2[CH2:22][CH2:21][N:20]([C:23](=[O:30])[C:24]3[CH:29]=[CH:28][CH:27]=[CH:26][CH:25]=3)[CH2:19][C@H:18]2[CH3:31])=[O:16])=[CH:7][N:6]=1)=O.[CH3:33][NH2:34]. Product: [NH3:6].[CH3:33][NH:34][C:3]([C:5]1[CH:10]=[C:9]([O:11][CH3:12])[C:8]([O:13][C@@H:14]([CH3:32])[C:15]([N:17]2[CH2:22][CH2:21][N:20]([C:23](=[O:30])[C:24]3[CH:25]=[CH:26][CH:27]=[CH:28][CH:29]=3)[CH2:19][C@H:18]2[CH3:31])=[O:16])=[CH:7][N:6]=1)=[O:2]. The catalyst class is: 8. (3) Reactant: [CH2:1]([NH:8][S:9]([C:12]1[CH:21]=[CH:20][C:15]([C:16]([O:18][CH3:19])=[O:17])=[CH:14][CH:13]=1)(=[O:11])=[O:10])[C:2]1[CH:7]=[CH:6][CH:5]=[CH:4][CH:3]=1.Cl[C:23]1[CH:28]=[CH:27][C:26]([C:29]([F:32])([F:31])[F:30])=[CH:25][N:24]=1.C([O-])([O-])=O.[Cs+].[Cs+].C1(P(C2C=CC=CC=2)C2C3OC4C(=CC=CC=4P(C4C=CC=CC=4)C4C=CC=CC=4)C(C)(C)C=3C=CC=2)C=CC=CC=1. Product: [CH2:1]([N:8]([C:23]1[CH:28]=[CH:27][C:26]([C:29]([F:32])([F:31])[F:30])=[CH:25][N:24]=1)[S:9]([C:12]1[CH:13]=[CH:14][C:15]([C:16]([O:18][CH3:19])=[O:17])=[CH:20][CH:21]=1)(=[O:11])=[O:10])[C:2]1[CH:3]=[CH:4][CH:5]=[CH:6][CH:7]=1. The catalyst class is: 160. (4) Reactant: C[Si]([N-][Si](C)(C)C)(C)C.[Li+].[C:11]([O:15][C:16]([NH:18][CH:19]1[C:25](=[O:26])[NH:24][C:23]2[CH:27]=[CH:28][CH:29]=[CH:30][C:22]=2[NH:21][CH2:20]1)=[O:17])([CH3:14])([CH3:13])[CH3:12].Br[CH2:32][C:33]([O:35][CH3:36])=[O:34]. Product: [CH3:36][O:35][C:33](=[O:34])[CH2:32][N:24]1[C:25](=[O:26])[C@@H:19]([NH:18][C:16]([O:15][C:11]([CH3:14])([CH3:12])[CH3:13])=[O:17])[CH2:20][NH:21][C:22]2[CH:30]=[CH:29][CH:28]=[CH:27][C:23]1=2. The catalyst class is: 56.